Dataset: Drug-target binding data from BindingDB using IC50 measurements. Task: Regression. Given a target protein amino acid sequence and a drug SMILES string, predict the binding affinity score between them. We predict pIC50 (pIC50 = -log10(IC50 in M); higher means more potent). Dataset: bindingdb_ic50. (1) The drug is CCC(CC)O[C@@H]1C=C(C(=O)O)C[C@H](N)[C@H]1NC(C)=O. The target protein sequence is MNPNQKIITIGSICMVIGMVSLMLQIGNMISIWLSHSIQTGNQHQAESISNNNLLTENAVASVTLAGNSSLCPIRGWAVHSKDNSIRIGSKGDVFVIREPFISCSHLECRTFFLTQGALLNDKHSNGTVKDRSPHRTLMSCPVGEAPSPYNSRFESVAWSASACHDGISWLTIGISGPDNGAVAVLKYNGIITDTIKSWRNNILRTQESECACVNGSCFTVMTDGPSNGQASYKIFKMEKGKVVKSVELDAPNYHYEECSCYPDAGEITCVCRDNWHGSNRPWVSFNQNLEYQIGYICSGVFGDNPRPNDGTGSCGPMSPNGAYGVKGFSFKYGNGVWIGRTKSTNSRSGFEMIWDPNGWTGTDSSFSVKQDIVAITDWSGYSGSFVQHPELTGLDCIRPCFWVELIRGRPKESTIWTSGSSISFCGVNGDTVSWSWPDGAELPFIIDK. The pIC50 is 8.4. (2) The drug is O=c1cc(-c2ccccc2)oc2ccc(O)cc12. The target protein (P0DP25,P0DP24,P0DP23) has sequence MADQLTEEQIAEFKEAFSLFDKDGDGTITTKELGTVMRSLGQNPTEAELQDMINEVDADGNGTIDFPEFLTMMARKMKDTDSEEEIREAFRVFDKDGNGYISAAELRHVMTNLGEKLTDEEVDEMIREADIDGDGQVNYEEFVQMMTAK. The pIC50 is 5.3. (3) The compound is CCc1ccc2oc(C(=O)Nc3ccc(-c4ccc(S(=O)(=O)N[C@H](C(=O)O)C(C)C)cc4)cc3)c(C)c2c1OC. The target protein (P22894) has sequence MFSLKTLPFLLLLHVQISKAFPVSSKEKNTKTVQDYLEKFYQLPSNQYQSTRKNGTNVIVEKLKEMQRFFGLNVTGKPNEETLDMMKKPRCGVPDSGGFMLTPGNPKWERTNLTYRIRNYTPQLSEAEVERAIKDAFELWSVASPLIFTRISQGEADINIAFYQRDHGDNSPFDGPNGILAHAFQPGQGIGGDAHFDAEETWTNTSANYNLFLVAAHEFGHSLGLAHSSDPGALMYPNYAFRETSNYSLPQDDIDGIQAIYGLSSNPIQPTGPSTPKPCDPSLTFDAITTLRGEILFFKDRYFWRRHPQLQRVEMNFISLFWPSLPTGIQAAYEDFDRDLIFLFKGNQYWALSGYDILQGYPKDISNYGFPSSVQAIDAAVFYRSKTYFFVNDQFWRYDNQRQFMEPGYPKSISGAFPGIESKVDAVFQQEHFFHVFSGPRYYAFDLIAQRVTRVARGNKWLNCRYG. The pIC50 is 7.0.